Dataset: Forward reaction prediction with 1.9M reactions from USPTO patents (1976-2016). Task: Predict the product of the given reaction. (1) Given the reactants [C:1]([O:5][C:6]([N:8]([CH2:21][CH:22]1[CH2:27][CH2:26][N:25]([C:28]2[CH:29]=[C:30]([CH:36]=[CH:37][CH:38]=2)[C:31]([O:33]CC)=[O:32])[CH2:24][CH:23]1[C:39]1[CH:44]=[CH:43][CH:42]=[CH:41][CH:40]=1)[C@@H:9]([C:11]1[C:20]2[C:15](=[CH:16][CH:17]=[CH:18][CH:19]=2)[CH:14]=[CH:13][CH:12]=1)[CH3:10])=[O:7])([CH3:4])([CH3:3])[CH3:2].C1COCC1.[OH-].[Na+].Cl, predict the reaction product. The product is: [C:1]([O:5][C:6]([N:8]([CH2:21][CH:22]1[CH2:27][CH2:26][N:25]([C:28]2[CH:29]=[C:30]([CH:36]=[CH:37][CH:38]=2)[C:31]([OH:33])=[O:32])[CH2:24][CH:23]1[C:39]1[CH:40]=[CH:41][CH:42]=[CH:43][CH:44]=1)[C@@H:9]([C:11]1[C:20]2[C:15](=[CH:16][CH:17]=[CH:18][CH:19]=2)[CH:14]=[CH:13][CH:12]=1)[CH3:10])=[O:7])([CH3:2])([CH3:3])[CH3:4]. (2) Given the reactants [CH3:1][N:2]([C@@H:10]([CH3:39])[C:11]([NH:13][C@H:14]([C:18]([N:20]1[CH2:25][CH2:24][NH:23][CH2:22][C@H:21]1[C:26]([NH:28][C@H:29]1[C:38]2[C:33](=[CH:34][CH:35]=[CH:36][CH:37]=2)[CH2:32][CH2:31][CH2:30]1)=[O:27])=[O:19])[CH:15]([CH3:17])[CH3:16])=[O:12])[C:3](=[O:9])[O:4][C:5]([CH3:8])([CH3:7])[CH3:6].CCN(C(C)C)C(C)C.[CH3:49][N:50]([C:54]1[CH:59]=[CH:58][CH:57]=[CH:56][CH:55]=1)[C:51](Cl)=[O:52], predict the reaction product. The product is: [C:5]([O:4][C:3](=[O:9])[N:2]([CH3:1])[C@@H:10]([CH3:39])[C:11]([NH:13][C@H:14]([C:18]([N:20]1[CH2:25][CH2:24][N:23]([C:51]([N:50]([CH3:49])[C:54]2[CH:59]=[CH:58][CH:57]=[CH:56][CH:55]=2)=[O:52])[CH2:22][C@H:21]1[C:26]([NH:28][C@H:29]1[C:38]2[C:33](=[CH:34][CH:35]=[CH:36][CH:37]=2)[CH2:32][CH2:31][CH2:30]1)=[O:27])=[O:19])[CH:15]([CH3:17])[CH3:16])=[O:12])([CH3:7])([CH3:8])[CH3:6]. (3) The product is: [CH2:18]([O:17][C:15]([NH:25][CH2:26][C:27]([N:4]1[CH2:5][CH2:6][CH2:7][N:1]([C:8]([O:10][C:11]([CH3:14])([CH3:13])[CH3:12])=[O:9])[CH2:2][CH2:3]1)=[O:28])=[O:16])[C:19]1[CH:24]=[CH:23][CH:22]=[CH:21][CH:20]=1. Given the reactants [N:1]1([C:8]([O:10][C:11]([CH3:14])([CH3:13])[CH3:12])=[O:9])[CH2:7][CH2:6][CH2:5][NH:4][CH2:3][CH2:2]1.[C:15]([NH:25][CH2:26][C:27](O)=[O:28])([O:17][CH2:18][C:19]1[CH:24]=[CH:23][CH:22]=[CH:21][CH:20]=1)=[O:16].O.ON1C2C=CC=CC=2N=N1.C(N(CC)C(C)C)(C)C.Cl.CN(C)CCCN=C=NCC, predict the reaction product. (4) Given the reactants [OH:1][C@@H:2]1[C:11]2[CH:10]=[CH:9][N:8]3[C:12]([CH3:18])=[C:13]([CH2:15][O:16][CH3:17])[N:14]=[C:7]3[C:6]=2[NH:5][C@H:4]([C:19]2[CH:24]=[CH:23][CH:22]=[CH:21][CH:20]=2)[C@H:3]1[OH:25].CS(O)(=O)=O.ClCCl, predict the reaction product. The product is: [OH:25][C@H:3]1[C@@H:2]([O:1][CH2:13][CH2:15][O:16][CH3:17])[C:11]2[CH:10]=[CH:9][N:8]3[C:12]([CH3:18])=[C:13]([CH2:15][O:16][CH3:17])[N:14]=[C:7]3[C:6]=2[NH:5][C@@H:4]1[C:19]1[CH:20]=[CH:21][CH:22]=[CH:23][CH:24]=1.[OH:25][C@H:3]1[C@H:2]([O:1][CH2:13][CH2:15][O:16][CH3:17])[C:11]2[CH:10]=[CH:9][N:8]3[C:12]([CH3:18])=[C:13]([CH2:15][O:16][CH3:17])[N:14]=[C:7]3[C:6]=2[NH:5][C@@H:4]1[C:19]1[CH:20]=[CH:21][CH:22]=[CH:23][CH:24]=1. (5) Given the reactants [C:1]([O:5][C:6]([N:8]1[CH2:12][CH2:11][CH2:10][CH2:9]1)=[O:7])([CH3:4])([CH3:3])[CH3:2].[CH3:13][O:14][C:15]1[CH:16]=[C:17]([CH:21]=[C:22]([O:26][CH3:27])[C:23]=1[O:24][CH3:25])[C:18](Cl)=[O:19].C([N:30]([CH2:33]C)[CH2:31][CH3:32])C.[C:35](=[O:38])(O)[O-].[Na+], predict the reaction product. The product is: [C:1]([O:5][C:6]([N:8]1[CH2:12][CH2:11][CH2:10][C@H:9]1[CH2:33][N:30]([CH2:31][C:32]1[O:38][C:35]2[CH:21]=[CH:22][CH:23]=[CH:15][C:16]=2[CH:17]=1)[C:18](=[O:19])[C:17]1[CH:16]=[C:15]([O:14][CH3:13])[C:23]([O:24][CH3:25])=[C:22]([O:26][CH3:27])[CH:21]=1)=[O:7])([CH3:4])([CH3:2])[CH3:3]. (6) Given the reactants [Cl:1][C:2]1[CH:3]=[C:4]([C@H:8]([O:22][CH2:23][C:24]#[N:25])[C@@H:9]2[CH2:14][CH2:13][CH2:12][N:11]([C:15]([O:17][C:18]([CH3:21])([CH3:20])[CH3:19])=[O:16])[CH2:10]2)[CH:5]=[CH:6][CH:7]=1.S(C)C.CO, predict the reaction product. The product is: [NH2:25][CH2:24][CH2:23][O:22][C@@H:8]([C:4]1[CH:5]=[CH:6][CH:7]=[C:2]([Cl:1])[CH:3]=1)[C@@H:9]1[CH2:14][CH2:13][CH2:12][N:11]([C:15]([O:17][C:18]([CH3:21])([CH3:19])[CH3:20])=[O:16])[CH2:10]1. (7) Given the reactants C([O:3][C:4]([C:6]1[O:7][C:8]([CH2:11][C:12]2[CH:17]=[CH:16][CH:15]=[CH:14][CH:13]=2)=[CH:9][N:10]=1)=[O:5])C.O.[OH-].[Li+], predict the reaction product. The product is: [CH2:11]([C:8]1[O:7][C:6]([C:4]([OH:5])=[O:3])=[N:10][CH:9]=1)[C:12]1[CH:13]=[CH:14][CH:15]=[CH:16][CH:17]=1. (8) Given the reactants [CH:1]([O:4][C:5]1[CH:10]=[CH:9][C:8]([N+:11]([O-])=O)=[CH:7][N:6]=1)([CH3:3])[CH3:2], predict the reaction product. The product is: [CH:1]([O:4][C:5]1[N:6]=[CH:7][C:8]([NH2:11])=[CH:9][CH:10]=1)([CH3:3])[CH3:2]. (9) Given the reactants C(OC(=O)[N:7]([CH3:31])[C@H:8]([C:10](=[O:30])[NH:11][C@H:12]1[CH2:18][N:17]([C:19](=[O:24])[CH2:20][CH:21]([CH3:23])[CH3:22])[C:16]2[CH:25]=[CH:26][CH:27]=[CH:28][C:15]=2[NH:14][C:13]1=[O:29])[CH3:9])(C)(C)C.[Br:33][C:34]1[CH:35]=[C:36]2[C:41](=[CH:42][CH:43]=1)[C:40]([CH2:44][Cl:45])=[C:39]([O:46][CH3:47])[CH:38]=[CH:37]2, predict the reaction product. The product is: [ClH:45].[Br:33][C:34]1[CH:35]=[C:36]2[C:41](=[CH:42][CH:43]=1)[C:40]([CH2:44][N:14]1[C:13](=[O:29])[C@@H:12]([NH:11][C:10](=[O:30])[C@@H:8]([NH:7][CH3:31])[CH3:9])[CH2:18][N:17]([C:19](=[O:24])[CH2:20][CH:21]([CH3:22])[CH3:23])[C:16]3[CH:25]=[CH:26][CH:27]=[CH:28][C:15]1=3)=[C:39]([O:46][CH3:47])[CH:38]=[CH:37]2.